Dataset: Forward reaction prediction with 1.9M reactions from USPTO patents (1976-2016). Task: Predict the product of the given reaction. (1) Given the reactants O1CCCC1.[Si:6]([O:13][CH2:14][C:15]1[CH:20]=[CH:19][N:18]=[C:17]([F:21])[CH:16]=1)([C:9]([CH3:12])([CH3:11])[CH3:10])([CH3:8])[CH3:7].C([N-]C(C)C)(C)C.[Li+].[Cl:30]C(Cl)(Cl)C(Cl)(Cl)Cl, predict the reaction product. The product is: [Si:6]([O:13][CH2:14][C:15]1[CH:20]=[CH:19][N:18]=[C:17]([F:21])[C:16]=1[Cl:30])([C:9]([CH3:12])([CH3:11])[CH3:10])([CH3:8])[CH3:7]. (2) Given the reactants [Cl:1][C:2]1[CH:7]=[CH:6][C:5]([CH:8]([NH:12][C:13]2[CH:18]=[CH:17][CH:16]=[CH:15][CH:14]=2)[C:9]([OH:11])=[O:10])=[CH:4][CH:3]=1.C1C=CC2N(O)N=NC=2C=1.C1CCC(N=C=NC2CCCCC2)CC1.[N:44]12[CH2:51][CH2:50][CH:47]([CH2:48][CH2:49]1)[C@@H:46](O)[CH2:45]2, predict the reaction product. The product is: [N:44]12[CH2:51][CH2:50][CH:47]([CH2:48][CH2:49]1)[C@@H:46]([O:10][C:9](=[O:11])[CH:8]([C:5]1[CH:4]=[CH:3][C:2]([Cl:1])=[CH:7][CH:6]=1)[NH:12][C:13]1[CH:14]=[CH:15][CH:16]=[CH:17][CH:18]=1)[CH2:45]2. (3) Given the reactants [Cl:1][C:2]1[CH:7]=[C:6]2[NH:8][C:9](=[O:41])[C:10]3([CH:15]([C:16]4[CH:21]=[C:20]([Cl:22])[CH:19]=[CH:18][C:17]=4[O:23][C:24]([CH2:30][CH3:31])([C:27]([OH:29])=O)[CH2:25][CH3:26])[CH2:14][C:13](=[O:32])[NH:12][CH:11]3[C:33]3[CH:38]=[C:37]([F:39])[CH:36]=[CH:35][C:34]=3[CH3:40])[C:5]2=[CH:4][CH:3]=1.CN(C(ON1N=NC2[CH:53]=[CH:54][CH:55]=[N:56][C:51]1=2)=[N+](C)C)C.F[P-](F)(F)(F)(F)F.[OH2:66], predict the reaction product. The product is: [Cl:1][C:2]1[CH:7]=[C:6]2[NH:8][C:9](=[O:41])[C:10]3([CH:15]([C:16]4[CH:21]=[C:20]([Cl:22])[CH:19]=[CH:18][C:17]=4[O:23][C:24]([CH2:30][CH3:31])([C:27]([N:56]4[CH2:55][CH2:54][C@@H:53]([OH:66])[CH2:51]4)=[O:29])[CH2:25][CH3:26])[CH2:14][C:13](=[O:32])[NH:12][CH:11]3[C:33]3[CH:38]=[C:37]([F:39])[CH:36]=[CH:35][C:34]=3[CH3:40])[C:5]2=[CH:4][CH:3]=1. (4) Given the reactants [Cl:1][C:2]1[C:3]2[C:10](I)=[CH:9][S:8][C:4]=2[N:5]=[CH:6][N:7]=1.[Br:12][C:13]1[CH:18]=[CH:17][C:16](B2OC(C)(C)C(C)(C)O2)=[C:15]([CH3:28])[C:14]=1[Cl:29].C([O-])([O-])=O.[Cs+].[Cs+], predict the reaction product. The product is: [Br:12][C:13]1[CH:18]=[CH:17][C:16]([C:10]2[C:3]3[C:2]([Cl:1])=[N:7][CH:6]=[N:5][C:4]=3[S:8][CH:9]=2)=[C:15]([CH3:28])[C:14]=1[Cl:29]. (5) The product is: [CH3:1][O:2][C:3]1[CH:8]=[C:7]([N+:9]([O-:11])=[O:10])[CH:6]=[CH:5][C:4]=1[C:12]1[O:16][CH:15]=[N:14][C:13]=1[C:17]([OH:19])=[O:18]. Given the reactants [CH3:1][O:2][C:3]1[CH:8]=[C:7]([N+:9]([O-:11])=[O:10])[CH:6]=[CH:5][C:4]=1[C:12]1[O:16][CH:15]=[N:14][C:13]=1[C:17]([O:19]CC)=[O:18].[OH-].[K+].S(=O)(=O)(O)O, predict the reaction product. (6) Given the reactants [F:1][C:2]1[CH:7]=[CH:6][C:5]([NH2:8])=[C:4]([CH3:9])[CH:3]=1.[Br:10][C:11]1[CH:12]=[C:13]([CH:16]=[CH:17][CH:18]=1)[CH:14]=O.[CH2:19]=[C:20]([CH3:22])[CH3:21].FC(F)(F)S([O-])(=O)=O.[Yb+3].FC(F)(F)S([O-])(=O)=O.FC(F)(F)S([O-])(=O)=O, predict the reaction product. The product is: [Br:10][C:11]1[CH:12]=[C:13]([CH:14]2[CH2:19][C:20]([CH3:22])([CH3:21])[C:6]3[C:5](=[C:4]([CH3:9])[CH:3]=[C:2]([F:1])[CH:7]=3)[NH:8]2)[CH:16]=[CH:17][CH:18]=1. (7) Given the reactants [N:1]1[C:10]2[C:5](=[CH:6][CH:7]=[CH:8][C:9]=2[NH:11][C:12]2[CH:13]=[C:14]3[C:19](=[CH:20][CH:21]=2)[N:18]=[CH:17][CH:16]=[CH:15]3)[CH:4]=[CH:3][CH:2]=1, predict the reaction product. The product is: [NH:1]1[C:10]2[C:5](=[CH:6][CH:7]=[CH:8][C:9]=2[NH:11][C:12]2[CH:13]=[C:14]3[C:19](=[CH:20][CH:21]=2)[NH:18][CH2:17][CH2:16][CH2:15]3)[CH2:4][CH2:3][CH2:2]1.